This data is from Forward reaction prediction with 1.9M reactions from USPTO patents (1976-2016). The task is: Predict the product of the given reaction. (1) The product is: [Br:1][C:2]1[C:3]([F:38])=[CH:4][C:5]([N+:35]([O-:37])=[O:36])=[C:6]([O:8][C:9]2[C:10]([F:34])=[C:11]([CH2:16][NH:17][C:18]([C:20]3[NH:24][CH:23]=[N:22][C:21]=3[Cl:33])=[O:19])[CH:12]=[CH:13][C:14]=2[Cl:15])[CH:7]=1. Given the reactants [Br:1][C:2]1[C:3]([F:38])=[CH:4][C:5]([N+:35]([O-:37])=[O:36])=[C:6]([O:8][C:9]2[C:10]([F:34])=[C:11]([CH2:16][NH:17][C:18]([C:20]3[N:24](COCC[Si](C)(C)C)[CH:23]=[N:22][C:21]=3[Cl:33])=[O:19])[CH:12]=[CH:13][C:14]=2[Cl:15])[CH:7]=1.C(O)(C(F)(F)F)=O, predict the reaction product. (2) The product is: [F:43][C:2]([F:1])([F:44])[C:3]1[CH:42]=[CH:41][C:6]([CH2:7][N:8]2[CH2:15][CH2:14][C:11]3([CH2:12][CH2:13]3)[CH2:10][CH:9]2[C:16]([NH:18][C@H:19]([C:21]2[CH:22]=[CH:23][C:24]([C:25]([OH:27])=[O:26])=[CH:39][CH:40]=2)[CH3:20])=[O:17])=[CH:5][CH:4]=1. Given the reactants [F:1][C:2]([F:44])([F:43])[C:3]1[CH:42]=[CH:41][C:6]([CH2:7][N:8]2[CH2:15][CH2:14][C:11]3([CH2:13][CH2:12]3)[CH2:10][CH:9]2[C:16]([NH:18][C@H:19]([C:21]2[CH:40]=[CH:39][C:24]([C:25]([O:27]CC3C=CC(C(F)(F)F)=CC=3)=[O:26])=[CH:23][CH:22]=2)[CH3:20])=[O:17])=[CH:5][CH:4]=1.O[Li].O, predict the reaction product. (3) Given the reactants [Cl:1][C:2]1[N:7]=[C:6]([C:8]2[C:9]([C:18]3[CH:19]=[C:20]([NH:24]C(=O)C(F)(F)F)[CH:21]=[CH:22][CH:23]=3)=[N:10][N:11]3[CH:16]=[C:15]([CH3:17])[CH:14]=[CH:13][C:12]=23)[CH:5]=[CH:4][N:3]=1.[Li+].[OH-].O, predict the reaction product. The product is: [Cl:1][C:2]1[N:7]=[C:6]([C:8]2[C:9]([C:18]3[CH:19]=[C:20]([NH2:24])[CH:21]=[CH:22][CH:23]=3)=[N:10][N:11]3[CH:16]=[C:15]([CH3:17])[CH:14]=[CH:13][C:12]=23)[CH:5]=[CH:4][N:3]=1. (4) The product is: [C:1]([C:3]1[CH:14]=[CH:13][C:6]([CH2:7][C:8]([CH2:18][CH2:19][F:20])([C:11]#[N:12])[C:9]#[N:10])=[CH:5][CH:4]=1)#[N:2]. Given the reactants [C:1]([C:3]1[CH:14]=[CH:13][C:6]([CH2:7][CH:8]([C:11]#[N:12])[C:9]#[N:10])=[CH:5][CH:4]=1)#[N:2].[H-].[Na+].Br[CH2:18][CH2:19][F:20], predict the reaction product. (5) The product is: [O:1]1[CH2:2][CH2:3][CH:4]=[C:5]1[C:11]1[CH:16]=[CH:15][C:14]([S:17]([NH:20][CH2:21][C:22]([F:24])([F:23])[F:25])(=[O:18])=[O:19])=[CH:13][C:12]=1[N+:26]([O-:28])=[O:27]. Given the reactants [O:1]1[CH:5]=[CH:4][CH2:3][CH2:2]1.O1CC=C([C:11]2[CH:16]=[CH:15][C:14]([S:17]([NH:20][CH2:21][C:22]([F:25])([F:24])[F:23])(=[O:19])=[O:18])=[CH:13][C:12]=2[N+:26]([O-:28])=[O:27])C1, predict the reaction product. (6) Given the reactants [C:1]1([C:7]2[N:8]([CH2:16][C:17]3[CH:26]=[CH:25][C:20]([C:21](OC)=[O:22])=[CH:19][CH:18]=3)[C:9]3[C:14]([CH:15]=2)=[CH:13][CH:12]=[CH:11][CH:10]=3)[CH:6]=[CH:5][CH:4]=[CH:3][CH:2]=1.[H-].C([Al+]CC(C)C)C(C)C.C(O)(=O)CC(CC(O)=O)(C(O)=O)O, predict the reaction product. The product is: [C:1]1([C:7]2[N:8]([CH2:16][C:17]3[CH:18]=[CH:19][C:20]([CH2:21][OH:22])=[CH:25][CH:26]=3)[C:9]3[C:14]([CH:15]=2)=[CH:13][CH:12]=[CH:11][CH:10]=3)[CH:2]=[CH:3][CH:4]=[CH:5][CH:6]=1.